Dataset: Forward reaction prediction with 1.9M reactions from USPTO patents (1976-2016). Task: Predict the product of the given reaction. (1) Given the reactants [NH2:1][S:2]([C:5]1[CH:10]=[CH:9][CH:8]=[CH:7][C:6]=1[NH:11][C:12]([C:14]1[C:23](=[O:24])[C:22]([CH2:29][CH2:30][CH2:31][CH3:32])([CH2:25][CH2:26][CH2:27][CH3:28])[C:21]2[C:16](=[CH:17][CH:18]=[CH:19][CH:20]=2)[C:15]=1[OH:33])=O)(=[O:4])=[O:3].C(=O)([O-])[O-].[Cs+].[Cs+], predict the reaction product. The product is: [CH2:25]([C:22]1([CH2:29][CH2:30][CH2:31][CH3:32])[C:21]2[C:16](=[CH:17][CH:18]=[CH:19][CH:20]=2)[C:15]([OH:33])=[C:14]([C:12]2[NH:11][C:6]3[CH:7]=[CH:8][CH:9]=[CH:10][C:5]=3[S:2](=[O:4])(=[O:3])[N:1]=2)[C:23]1=[O:24])[CH2:26][CH2:27][CH3:28]. (2) Given the reactants [NH2:1][C:2]1[C:7](I)=[CH:6][C:5]([Cl:9])=[CH:4][N:3]=1.C(N(CC)CC)C.[C:17]([Si:19]([CH3:22])([CH3:21])[CH3:20])#[CH:18], predict the reaction product. The product is: [NH2:1][C:2]1[C:7]([C:18]#[C:17][Si:19]([CH3:22])([CH3:21])[CH3:20])=[CH:6][C:5]([Cl:9])=[CH:4][N:3]=1. (3) The product is: [C:1]([C@H:5]1[CH2:6][CH2:7][C@H:8]([O:11][C:12]2[CH:13]=[CH:14][C:15]([C:18]3[CH:23]=[CH:22][C:21]([CH2:24][NH:26][CH2:27][CH2:28][C:29]([OH:31])=[O:30])=[CH:20][CH:19]=3)=[CH:16][CH:17]=2)[CH2:9][CH2:10]1)([CH3:4])([CH3:3])[CH3:2]. Given the reactants [C:1]([C@H:5]1[CH2:10][CH2:9][C@H:8]([O:11][C:12]2[CH:17]=[CH:16][C:15]([C:18]3[CH:23]=[CH:22][C:21]([CH:24]=O)=[CH:20][CH:19]=3)=[CH:14][CH:13]=2)[CH2:7][CH2:6]1)([CH3:4])([CH3:3])[CH3:2].[NH2:26][CH2:27][CH2:28][C:29]([OH:31])=[O:30].[BH-](OC(C)=O)(OC(C)=O)OC(C)=O.[Na+].CC(O)=O, predict the reaction product. (4) Given the reactants [C:1]([O:9][CH:10]([CH2:12][O:13][CH:14]([CH2:16][O:17][C:18](=[O:25])[C:19]1[CH:24]=[CH:23][CH:22]=[CH:21][CH:20]=1)[CH3:15])C)(=[O:8])[C:2]1[CH:7]=[CH:6][CH:5]=[CH:4][CH:3]=1.[CH2:26](O[Si](OCC)(OCC)OCC)C.[OH-].[Na+], predict the reaction product. The product is: [CH3:15][CH:14]([O:13][CH:12]([CH2:10][O:9][C:1]([C:2]1[CH:3]=[CH:4][CH:5]=[CH:6][CH:7]=1)=[O:8])[CH3:26])[CH2:16][O:17][C:18]([C:19]1[CH:20]=[CH:21][CH:22]=[CH:23][CH:24]=1)=[O:25]. (5) Given the reactants [CH2:1]([N:8]1[C:16]2([CH:21]=[CH:20][N:19](C(OC(C)(C)C)=O)[CH2:18][CH2:17]2)[C:15]2[C:10](=[CH:11][CH:12]=[CH:13][CH:14]=2)[C:9]1=[O:29])[C:2]1[CH:7]=[CH:6][CH:5]=[CH:4][CH:3]=1.Cl, predict the reaction product. The product is: [CH2:1]([N:8]1[C:16]2([CH:17]=[CH:18][NH:19][CH2:20][CH2:21]2)[C:15]2[C:10](=[CH:11][CH:12]=[CH:13][CH:14]=2)[C:9]1=[O:29])[C:2]1[CH:7]=[CH:6][CH:5]=[CH:4][CH:3]=1. (6) Given the reactants [C:1]([CH2:3][C:4]([OH:6])=O)#[N:2].[F:7][C:8]([F:29])([F:28])[O:9][C:10]1[CH:15]=[CH:14][C:13]([N:16]2[CH:20]=[N:19][C:18]([C:21]3[CH:27]=[CH:26][C:24]([NH2:25])=[CH:23][CH:22]=3)=[N:17]2)=[CH:12][CH:11]=1.C1(N=C=NC2CCCCC2)CCCCC1, predict the reaction product. The product is: [C:1]([CH2:3][C:4]([NH:25][C:24]1[CH:26]=[CH:27][C:21]([C:18]2[N:19]=[CH:20][N:16]([C:13]3[CH:14]=[CH:15][C:10]([O:9][C:8]([F:7])([F:29])[F:28])=[CH:11][CH:12]=3)[N:17]=2)=[CH:22][CH:23]=1)=[O:6])#[N:2].